Dataset: Full USPTO retrosynthesis dataset with 1.9M reactions from patents (1976-2016). Task: Predict the reactants needed to synthesize the given product. (1) Given the product [CH2:13]([O:15][C:16]([CH:18]1[CH2:20][CH:19]1[C:21](=[O:22])[C:3]1[CH:4]=[C:5]([C:8]#[N:9])[CH:6]=[CH:7][C:2]=1[F:1])=[O:17])[CH3:14], predict the reactants needed to synthesize it. The reactants are: [F:1][C:2]1[CH:7]=[CH:6][C:5]([C:8]#[N:9])=[CH:4][C:3]=1B(O)O.[CH2:13]([O:15][C:16]([CH:18]1[CH2:20][CH:19]1[C:21](SC1C=CC(C)=CC=1)=[O:22])=[O:17])[CH3:14].C(Cl)(Cl)Cl.O1C=CC=C1P(C1OC=CC=1)C1OC=CC=1. (2) The reactants are: [NH:1]([C:3]1[CH:4]=[C:5]([CH:11]=[CH:12][CH:13]=1)[C:6]([O:8][CH2:9][CH3:10])=[O:7])[NH2:2].[CH3:14][CH:15]([CH3:21])[C:16](=O)[CH2:17][C:18]#[N:19].Cl. Given the product [NH2:19][C:18]1[N:1]([C:3]2[CH:4]=[C:5]([CH:11]=[CH:12][CH:13]=2)[C:6]([O:8][CH2:9][CH3:10])=[O:7])[N:2]=[C:16]([CH:15]([CH3:21])[CH3:14])[CH:17]=1, predict the reactants needed to synthesize it. (3) Given the product [CH3:38][O:37][CH2:36][CH2:35][N:9]1[CH2:10][CH2:11][N:6]2[N:5]=[C:4]([N+:1]([O-:3])=[O:2])[CH:12]=[C:7]2[CH2:8]1, predict the reactants needed to synthesize it. The reactants are: [N+:1]([C:4]1[CH:12]=[C:7]2[CH2:8][NH:9][CH2:10][CH2:11][N:6]2[N:5]=1)([O-:3])=[O:2].[N+](C1C=C2CN(C(=O)C)CCN2N=1)([O-])=O.C([O-])([O-])=O.[K+].[K+].Br[CH2:35][CH2:36][O:37][CH3:38]. (4) Given the product [Br:22][C:23]1[CH:28]=[CH:27][CH:26]=[C:25]([CH:29]([C:30]2[CH:35]=[CH:34][C:33]([F:36])=[CH:32][CH:31]=2)[CH:7]([C:8]2[CH:9]=[N:10][CH:11]=[CH:12][CH:13]=2)[C:3]2[CH:2]=[N:1][CH:6]=[CH:5][CH:4]=2)[N:24]=1, predict the reactants needed to synthesize it. The reactants are: [N:1]1[CH:6]=[CH:5][CH:4]=[C:3]([CH2:7][C:8]2[CH:9]=[N:10][CH:11]=[CH:12][CH:13]=2)[CH:2]=1.[Li+].CC([N-]C(C)C)C.[Br:22][C:23]1[CH:28]=[CH:27][CH:26]=[C:25]([CH:29](Cl)[C:30]2[CH:35]=[CH:34][C:33]([F:36])=[CH:32][CH:31]=2)[N:24]=1. (5) Given the product [Cl:17][CH2:16][C:4]1[CH:5]=[C:6]([CH:12]=[CH:13][C:3]=1[O:2][CH3:1])[C:7]([O:9][CH2:10][CH3:11])=[O:8], predict the reactants needed to synthesize it. The reactants are: [CH3:1][O:2][C:3]1[CH:13]=[CH:12][C:6]([C:7]([O:9][CH2:10][CH3:11])=[O:8])=[CH:5][CH:4]=1.CO[CH2:16][Cl:17].[Sn](Cl)(Cl)(Cl)Cl.O. (6) Given the product [C:2]([PH:6][C:7]([CH3:10])([CH3:9])[CH3:8])([CH3:5])([CH3:4])[CH3:3], predict the reactants needed to synthesize it. The reactants are: [Cl-].[C:2]([PH:6][C:7]([CH3:10])([CH3:9])[CH3:8])([CH3:5])([CH3:4])[CH3:3].[H-].[H-].[H-].[H-].[Li+].[Al+3].